The task is: Predict the reactants needed to synthesize the given product.. This data is from Retrosynthesis with 50K atom-mapped reactions and 10 reaction types from USPTO. (1) Given the product N#CCNCc1ccccc1, predict the reactants needed to synthesize it. The reactants are: N#CCCl.NCc1ccccc1. (2) Given the product CC(C)(C)NC(=O)NC[C@H]1C[C@@H](n2cc(-c3cccc(OCc4ccccc4)c3)c3c(N)ncnc32)C1, predict the reactants needed to synthesize it. The reactants are: CC(C)(C)N=C=O.NC[C@H]1C[C@@H](n2cc(-c3cccc(OCc4ccccc4)c3)c3c(N)ncnc32)C1. (3) Given the product O=C(Nc1ccc(-c2ccc(NC(=O)[C@H]3CN4CCC3CC4)cc2)cc1)c1cccc(F)c1, predict the reactants needed to synthesize it. The reactants are: Nc1ccc(-c2ccc(NC(=O)[C@H]3CN4CCC3CC4)cc2)cc1.O=C(Cl)c1cccc(F)c1. (4) Given the product Nc1ccc(F)c(N2C(=O)C3=C(CCCC3)C2=O)c1, predict the reactants needed to synthesize it. The reactants are: O=C1C2=C(CCCC2)C(=O)N1c1cc([N+](=O)[O-])ccc1F. (5) Given the product CC(C)O, predict the reactants needed to synthesize it. The reactants are: CCCSc1nc(O)c(NC(C)=O)c(O)n1. (6) The reactants are: CCC(N)c1ccccc1.CCOC(=O)c1ccc(-c2ccccc2Cn2c(C)c(C)c3cc(C(=O)O)ccc32)cc1. Given the product CCOC(=O)c1ccc(-c2ccccc2Cn2c(C)c(C)c3cc(C(=O)NC(CC)c4ccccc4)ccc32)cc1, predict the reactants needed to synthesize it. (7) Given the product COC(=O)Cc1ccccc1OCc1c(-c2ccc(F)cc2OC)ccc2c1C(C)=CC(C)(C)N2, predict the reactants needed to synthesize it. The reactants are: COC(=O)Cc1ccccc1O.COc1cc(F)ccc1-c1ccc2c(c1CO)C(C)=CC(C)(C)N2.